Task: Predict which catalyst facilitates the given reaction.. Dataset: Catalyst prediction with 721,799 reactions and 888 catalyst types from USPTO (1) Reactant: C([O:14][C:15]([C:17]1([O:20]/[N:21]=[C:22](/[C:56]2[N:57]=[C:58]([NH:61]C(OC(C)(C)C)=O)[S:59][CH:60]=2)\[C:23]([NH:25][C@@H:26]2[C:29](=[O:30])[N:28]([S:31]([OH:34])(=[O:33])=[O:32])[C@@H:27]2[CH2:35][N:36]2[N:40]=[C:39]([CH2:41][NH:42][C:43](=[O:55])[CH2:44][CH2:45][CH2:46][NH:47]C(OC(C)(C)C)=O)[CH:38]=[N:37]2)=[O:24])[CH2:19][CH2:18]1)=[O:16])(C1C=CC=CC=1)C1C=CC=CC=1.C(O)(C(F)(F)F)=O. Product: [NH2:47][CH2:46][CH2:45][CH2:44][C:43]([NH:42][CH2:41][C:39]1[CH:38]=[N:37][N:36]([CH2:35][C@@H:27]2[C@H:26]([NH:25][C:23](=[O:24])/[C:22](=[N:21]\[O:20][C:17]3([C:15]([OH:16])=[O:14])[CH2:19][CH2:18]3)/[C:56]3[N:57]=[C:58]([NH2:61])[S:59][CH:60]=3)[C:29](=[O:30])[N:28]2[S:31]([OH:34])(=[O:32])=[O:33])[N:40]=1)=[O:55]. The catalyst class is: 2. (2) The catalyst class is: 11. Reactant: [CH3:1][O:2][C:3](=[O:16])[C:4]1[CH:9]=[CH:8][C:7]([CH:10]([OH:15])[CH2:11][CH:12]([CH3:14])[CH3:13])=[CH:6][CH:5]=1.N(C(N1CCCCC1)=O)=NC(N1CCCCC1)=O.C(P(CCCC)CCCC)CCC.[Br:48][C:49]1[CH:54]=[CH:53][C:52](O)=[CH:51][C:50]=1[CH:56]1[O:61][CH2:60][CH2:59][CH2:58][O:57]1. Product: [CH3:1][O:2][C:3](=[O:16])[C:4]1[CH:9]=[CH:8][C:7]([CH:10]([O:15][C:52]2[CH:53]=[CH:54][C:49]([Br:48])=[C:50]([CH:56]3[O:57][CH2:58][CH2:59][CH2:60][O:61]3)[CH:51]=2)[CH2:11][CH:12]([CH3:14])[CH3:13])=[CH:6][CH:5]=1. (3) Reactant: Cl[C:2]1[N:7]=[C:6]([NH:8][C:9]([C:11]2([C:14]3[CH:24]=[CH:23][C:17]4[O:18][C:19]([F:22])([F:21])[O:20][C:16]=4[CH:15]=3)[CH2:13][CH2:12]2)=[O:10])[CH:5]=[CH:4][C:3]=1[CH3:25].[CH3:26][O:27][C:28]1[C:33]([N+:34]([O-:36])=[O:35])=[CH:32][C:31](B2OC(C)(C)C(C)(C)O2)=[CH:30][N:29]=1.C(=O)([O-])[O-].[Na+].[Na+]. The catalyst class is: 104. Product: [F:21][C:19]1([F:22])[O:18][C:17]2[CH:23]=[CH:24][C:14]([C:11]3([C:9]([NH:8][C:6]4[N:7]=[C:2]([C:31]5[CH:30]=[N:29][C:28]([O:27][CH3:26])=[C:33]([N+:34]([O-:36])=[O:35])[CH:32]=5)[C:3]([CH3:25])=[CH:4][CH:5]=4)=[O:10])[CH2:13][CH2:12]3)=[CH:15][C:16]=2[O:20]1. (4) Reactant: [C:1]([C:5]1[CH:9]=[C:8]([NH2:10])[NH:7][N:6]=1)([CH3:4])([CH3:3])[CH3:2].Br[C:12]1[CH:13]=[N:14][CH:15]=[C:16]([OH:18])[CH:17]=1.C([O-])([O-])=O.[K+].[K+].CN[C@@H]1CCCC[C@H]1NC. Product: [NH2:10][C:8]1[N:7]([C:12]2[CH:17]=[C:16]([OH:18])[CH:15]=[N:14][CH:13]=2)[N:6]=[C:5]([C:1]([CH3:4])([CH3:3])[CH3:2])[CH:9]=1. The catalyst class is: 205.